Task: Predict the reactants needed to synthesize the given product.. Dataset: Full USPTO retrosynthesis dataset with 1.9M reactions from patents (1976-2016) Given the product [CH3:30][N:11]1[C:7]([C:4]2[CH:3]=[CH:2][N:1]=[CH:6][CH:5]=2)=[C:8]([C:12]2[CH:13]=[CH:14][C:15]([O:16][CH2:17][C:18]3[CH:27]=[CH:26][C:25]4[C:20](=[CH:21][CH:22]=[CH:23][CH:24]=4)[N:19]=3)=[CH:28][CH:29]=2)[CH:9]=[N:10]1.[CH3:30][N:31]1[CH:9]=[C:8]([C:12]2[CH:29]=[CH:28][C:15]([O:16][CH2:17][C:18]3[CH:27]=[CH:26][C:25]4[C:20](=[CH:21][CH:22]=[CH:23][CH:24]=4)[N:19]=3)=[CH:14][CH:13]=2)[C:7]([C:4]2[CH:3]=[CH:2][N:1]=[CH:6][CH:5]=2)=[N:32]1, predict the reactants needed to synthesize it. The reactants are: [N:1]1[CH:6]=[CH:5][C:4]([C:7]2[NH:11][N:10]=[CH:9][C:8]=2[C:12]2[CH:29]=[CH:28][C:15]([O:16][CH2:17][C:18]3[CH:27]=[CH:26][C:25]4[C:20](=[CH:21][CH:22]=[CH:23][CH:24]=4)[N:19]=3)=[CH:14][CH:13]=2)=[CH:3][CH:2]=1.[CH3:30][NH:31][NH2:32].